Dataset: Peptide-MHC class II binding affinity with 134,281 pairs from IEDB. Task: Regression. Given a peptide amino acid sequence and an MHC pseudo amino acid sequence, predict their binding affinity value. This is MHC class II binding data. (1) The peptide sequence is GVAGLLVALAV. The MHC is HLA-DQA10301-DQB10301 with pseudo-sequence HLA-DQA10301-DQB10301. The binding affinity (normalized) is 0.446. (2) The peptide sequence is IDGNCDGRGKSTRST. The MHC is HLA-DQA10501-DQB10402 with pseudo-sequence HLA-DQA10501-DQB10402. The binding affinity (normalized) is 0.465. (3) The peptide sequence is PTHRHLKGEACPLPH. The MHC is DRB1_1302 with pseudo-sequence DRB1_1302. The binding affinity (normalized) is 0.232. (4) The peptide sequence is LMALLTPVTMAEVRL. The MHC is DRB1_0801 with pseudo-sequence DRB1_0801. The binding affinity (normalized) is 0.584. (5) The peptide sequence is EEDLNQLADVNWLNL. The MHC is DRB1_0101 with pseudo-sequence DRB1_0101. The binding affinity (normalized) is 0.205.